From a dataset of NCI-60 drug combinations with 297,098 pairs across 59 cell lines. Regression. Given two drug SMILES strings and cell line genomic features, predict the synergy score measuring deviation from expected non-interaction effect. Drug 1: CCCCCOC(=O)NC1=NC(=O)N(C=C1F)C2C(C(C(O2)C)O)O. Drug 2: C1CC(=O)NC(=O)C1N2C(=O)C3=CC=CC=C3C2=O. Cell line: HOP-92. Synergy scores: CSS=0.683, Synergy_ZIP=2.12, Synergy_Bliss=2.93, Synergy_Loewe=1.20, Synergy_HSA=0.277.